From a dataset of Forward reaction prediction with 1.9M reactions from USPTO patents (1976-2016). Predict the product of the given reaction. (1) The product is: [Br:10][C:11]1[CH:16]=[CH:15][C:14]([O:17][CH2:2][C@H:3]2[CH2:7][O:6][C:5]([CH3:9])([CH3:8])[O:4]2)=[CH:13][C:12]=1[C:18]([F:19])([F:20])[F:21]. Given the reactants Cl[CH2:2][C@H:3]1[CH2:7][O:6][C:5]([CH3:9])([CH3:8])[O:4]1.[Br:10][C:11]1[CH:16]=[CH:15][C:14]([OH:17])=[CH:13][C:12]=1[C:18]([F:21])([F:20])[F:19].C([O-])([O-])=O.[K+].[K+].O, predict the reaction product. (2) The product is: [CH3:24][O:23][C:21]1[CH:22]=[C:17]2[C:18](=[CH:19][CH:20]=1)[O:25][CH:14]([C:26]1[CH:31]=[N:30][CH:29]=[CH:28][N:27]=1)[CH2:15][CH2:16]2. Given the reactants N(C(OCC)=O)=NC(OCC)=O.O[CH:14]([C:26]1[CH:31]=[N:30][CH:29]=[CH:28][N:27]=1)[CH2:15][CH2:16][C:17]1[CH:22]=[C:21]([O:23][CH3:24])[CH:20]=[CH:19][C:18]=1[OH:25].C1(P(C2C=CC=CC=2)C2C=CC=CC=2)C=CC=CC=1, predict the reaction product. (3) Given the reactants [O:1]1[CH:5]=[CH:4][C:3]([C:6]([CH:8]2[CH2:14][CH2:13][CH2:12][C:11]3[CH:15]=[C:16]([N:19]4[CH2:23][C@H:22]([CH2:24][NH:25][C:26]([C:28]5[CH:32]=[CH:31][O:30][CH:29]=5)=[O:27])[O:21][C:20]4=[O:33])[CH:17]=[CH:18][C:10]=3[C:9]2=O)=O)=[CH:2]1.O.[NH2:36][NH2:37], predict the reaction product. The product is: [O:1]1[CH:5]=[CH:4][C:3]([C:6]2[C:8]3[CH2:14][CH2:13][CH2:12][C:11]4[CH:15]=[C:16]([N:19]5[CH2:23][C@H:22]([CH2:24][NH:25][C:26]([C:28]6[CH:32]=[CH:31][O:30][CH:29]=6)=[O:27])[O:21][C:20]5=[O:33])[CH:17]=[CH:18][C:10]=4[C:9]=3[NH:37][N:36]=2)=[CH:2]1.